Dataset: Catalyst prediction with 721,799 reactions and 888 catalyst types from USPTO. Task: Predict which catalyst facilitates the given reaction. (1) Reactant: [CH:1]1([CH:4]=[N:5][N:6]2[C:15]3[C:10](=[CH:11][CH:12]=[CH:13][CH:14]=3)[C:9]([OH:16])=[C:8]([C:17]3[NH:22][C:21]4[S:23][CH:24]=[C:25]([CH2:26][O:27][CH2:28][O:29][CH3:30])[C:20]=4[S:19](=[O:32])(=[O:31])[N:18]=3)[C:7]2=[O:33])[CH2:3][CH2:2]1.CO.[BH4-].[Li+].Cl. Product: [CH:1]1([CH2:4][NH:5][N:6]2[C:15]3[C:10](=[CH:11][CH:12]=[CH:13][CH:14]=3)[C:9]([OH:16])=[C:8]([C:17]3[NH:22][C:21]4[S:23][CH:24]=[C:25]([CH2:26][O:27][CH2:28][O:29][CH3:30])[C:20]=4[S:19](=[O:31])(=[O:32])[N:18]=3)[C:7]2=[O:33])[CH2:2][CH2:3]1. The catalyst class is: 30. (2) Reactant: B.[F:2][C:3]1[CH:4]=[C:5]([S:9]([C:12]2[CH:13]=[C:14]3[C:19](=[CH:20][CH:21]=2)[C:18]([CH2:22][CH2:23][C:24]([NH2:26])=O)=[CH:17][CH:16]=[CH:15]3)(=[O:11])=[O:10])[CH:6]=[CH:7][CH:8]=1. Product: [F:2][C:3]1[CH:4]=[C:5]([S:9]([C:12]2[CH:13]=[C:14]3[C:19](=[CH:20][CH:21]=2)[C:18]([CH2:22][CH2:23][CH2:24][NH2:26])=[CH:17][CH:16]=[CH:15]3)(=[O:11])=[O:10])[CH:6]=[CH:7][CH:8]=1. The catalyst class is: 1.